From a dataset of Forward reaction prediction with 1.9M reactions from USPTO patents (1976-2016). Predict the product of the given reaction. The product is: [Cl:37][C:22]1[C:23]([NH:25][C@@H:26]2[CH2:31][CH2:30][CH2:29][CH2:28][C@H:27]2[NH:32][S:33]([CH3:36])(=[O:35])=[O:34])=[N:24][C:19]([NH:1][C:2]2[C:15]([O:16][CH3:17])=[CH:14][C:5]3[N:6]([CH2:12][CH3:13])[C:7](=[O:11])[CH2:8][CH2:9][CH2:10][C:4]=3[CH:3]=2)=[N:20][CH:21]=1. Given the reactants [NH2:1][C:2]1[C:15]([O:16][CH3:17])=[CH:14][C:5]2[N:6]([CH2:12][CH3:13])[C:7](=[O:11])[CH2:8][CH2:9][CH2:10][C:4]=2[CH:3]=1.Cl[C:19]1[N:24]=[C:23]([NH:25][C@@H:26]2[CH2:31][CH2:30][CH2:29][CH2:28][C@H:27]2[NH:32][S:33]([CH3:36])(=[O:35])=[O:34])[C:22]([Cl:37])=[CH:21][N:20]=1.Cl.CC[NH+](CC)CC.CC[NH+](CC)CC.C([O-])([O-])=O, predict the reaction product.